From a dataset of Full USPTO retrosynthesis dataset with 1.9M reactions from patents (1976-2016). Predict the reactants needed to synthesize the given product. (1) Given the product [C:1]([O:5][C:6]([N:8]1[CH:17]([C:18](=[O:19])[NH:60][C@H:45]([C:44]([O:43][CH3:42])=[O:61])[CH2:46][C:47]2[CH:52]=[CH:51][C:50]([C:53]3[CH:58]=[CH:57][C:56]([F:59])=[CH:55][CH:54]=3)=[CH:49][CH:48]=2)[CH2:16][C:15]2[CH:14]=[C:13]3[O:21][CH2:22][C@H:23]([C:25]4[CH:30]=[CH:29][C:28]([O:31][CH2:32][C:33]5[CH:38]=[CH:37][C:36]([Cl:39])=[C:35]([Cl:40])[CH:34]=5)=[CH:27][CH:26]=4)[O:24][C:12]3=[CH:11][C:10]=2[CH2:9]1)=[O:7])([CH3:4])([CH3:2])[CH3:3], predict the reactants needed to synthesize it. The reactants are: [C:1]([O:5][C:6]([N:8]1[CH:17]([C:18](O)=[O:19])[CH2:16][C:15]2[CH:14]=[C:13]3[O:21][CH2:22][C@H:23]([C:25]4[CH:30]=[CH:29][C:28]([O:31][CH2:32][C:33]5[CH:38]=[CH:37][C:36]([Cl:39])=[C:35]([Cl:40])[CH:34]=5)=[CH:27][CH:26]=4)[O:24][C:12]3=[CH:11][C:10]=2[CH2:9]1)=[O:7])([CH3:4])([CH3:3])[CH3:2].Cl.[CH3:42][O:43][C:44](=[O:61])[C@@H:45]([NH2:60])[CH2:46][C:47]1[CH:52]=[CH:51][C:50]([C:53]2[CH:58]=[CH:57][C:56]([F:59])=[CH:55][CH:54]=2)=[CH:49][CH:48]=1. (2) The reactants are: [F:1][C:2]1[CH:12]=[C:11]([O:13][CH3:14])[CH:10]=[CH:9][C:3]=1[O:4][CH2:5][CH:6]1[CH2:8][O:7]1.[C:15]1([C:21]2[C:29]3[C:28]([N:30]4[CH2:35][CH2:34][CH:33]([NH2:36])[CH2:32][CH2:31]4)=[N:27][CH:26]=[N:25][C:24]=3[S:23][CH:22]=2)[CH:20]=[CH:19][CH:18]=[CH:17][CH:16]=1. Given the product [F:1][C:2]1[CH:12]=[C:11]([O:13][CH3:14])[CH:10]=[CH:9][C:3]=1[O:4][CH2:5][CH:6]([OH:7])[CH2:8][NH:36][CH:33]1[CH2:34][CH2:35][N:30]([C:28]2[C:29]3[C:21]([C:15]4[CH:20]=[CH:19][CH:18]=[CH:17][CH:16]=4)=[CH:22][S:23][C:24]=3[N:25]=[CH:26][N:27]=2)[CH2:31][CH2:32]1, predict the reactants needed to synthesize it. (3) The reactants are: C([O:8][C:9]1[C:10]([O:27]CC2C=CC=CC=2)=[C:11]([CH:23]=[C:24](I)[N:25]=1)[C:12]([NH:14][CH2:15][C:16]1[CH:21]=[CH:20][C:19]([F:22])=[CH:18][CH:17]=1)=[O:13])C1C=CC=CC=1.I[C:36]([F:39])([F:38])[F:37]. Given the product [F:22][C:19]1[CH:18]=[CH:17][C:16]([CH2:15][NH:14][C:12](=[O:13])[C:11]2[CH:23]=[C:24]([C:36]([F:39])([F:38])[F:37])[N:25]=[C:9]([OH:8])[C:10]=2[OH:27])=[CH:21][CH:20]=1, predict the reactants needed to synthesize it. (4) Given the product [CH2:7]1[O:20][C:19]2[C:9](=[C:10]([CH:16]=[CH:17][CH:18]=2)[CH:11]=[CH:12][C:13]([NH:29][C:28]([NH2:30])=[NH:27])=[O:14])[O:8]1, predict the reactants needed to synthesize it. The reactants are: C(Cl)(=O)C(Cl)=O.[CH2:7]1[O:20][C:19]2[C:9](=[C:10]([CH:16]=[CH:17][CH:18]=2)[CH:11]=[CH:12][C:13](O)=[O:14])[O:8]1.CN(C)C=O.Cl.[NH2:27][C:28]([NH2:30])=[NH:29].